From a dataset of Full USPTO retrosynthesis dataset with 1.9M reactions from patents (1976-2016). Predict the reactants needed to synthesize the given product. (1) Given the product [C:1]([O:5][C:6]([N:8]1[CH2:13][CH2:12][N:11]([C:14]([C:16]2[C:24]3[C:19](=[CH:20][CH:21]=[CH:22][CH:23]=3)[N:18]([CH:25]3[CH2:30][CH2:29][CH2:28][CH2:27][CH2:26]3)[C:17]=2[O:31][C:32]2[CH:37]=[C:36]([F:38])[CH:35]=[CH:34][C:33]=2[CH3:39])=[O:15])[CH2:10][CH2:9]1)=[O:7])([CH3:4])([CH3:3])[CH3:2], predict the reactants needed to synthesize it. The reactants are: [C:1]([O:5][C:6]([N:8]1[CH2:13][CH2:12][N:11]([C:14]([C:16]2[C:24]3[C:19](=[CH:20][CH:21]=[CH:22][CH:23]=3)[N:18]([CH:25]3[CH2:30][CH2:29][CH2:28][CH:27]=[CH:26]3)[C:17]=2[O:31][C:32]2[CH:37]=[C:36]([F:38])[CH:35]=[CH:34][C:33]=2[CH3:39])=[O:15])[CH2:10][CH2:9]1)=[O:7])([CH3:4])([CH3:3])[CH3:2].[H][H]. (2) Given the product [CH3:1][S:2]([OH:5])(=[O:4])=[O:3].[CH:6]1([NH:9][C:10](=[O:38])[C:11]2[CH:16]=[CH:15][C:14]([CH3:17])=[C:13]([N:18]3[C:27](=[O:28])[C:26]4[C:21](=[CH:22][CH:23]=[C:24]([O:29][C@H:30]5[CH2:34][CH2:33][N:32]([CH:35]([CH3:36])[CH3:37])[CH2:31]5)[CH:25]=4)[N:20]=[CH:19]3)[CH:12]=2)[CH2:7][CH2:8]1, predict the reactants needed to synthesize it. The reactants are: [CH3:1][S:2]([OH:5])(=[O:4])=[O:3].[CH:6]1([NH:9][C:10](=[O:38])[C:11]2[CH:16]=[CH:15][C:14]([CH3:17])=[C:13]([N:18]3[C:27](=[O:28])[C:26]4[C:21](=[CH:22][CH:23]=[C:24]([O:29][C@H:30]5[CH2:34][CH2:33][N:32]([CH:35]([CH3:37])[CH3:36])[CH2:31]5)[CH:25]=4)[N:20]=[CH:19]3)[CH:12]=2)[CH2:8][CH2:7]1. (3) Given the product [F:17][C:18]([F:32])([F:33])[C:19]1[CH:20]=[C:21]([CH:25]=[C:26]([C:28]([F:31])([F:29])[F:30])[CH:27]=1)[C:22]([NH:1][CH:2]([C:7]1[CH:12]=[C:11]([Cl:13])[CH:10]=[CH:9][C:8]=1[N+:14]([O-:16])=[O:15])[CH2:3][C:4]([OH:6])=[O:5])=[O:23], predict the reactants needed to synthesize it. The reactants are: [NH2:1][CH:2]([C:7]1[CH:12]=[C:11]([Cl:13])[CH:10]=[CH:9][C:8]=1[N+:14]([O-:16])=[O:15])[CH2:3][C:4]([OH:6])=[O:5].[F:17][C:18]([F:33])([F:32])[C:19]1[CH:20]=[C:21]([CH:25]=[C:26]([C:28]([F:31])([F:30])[F:29])[CH:27]=1)[C:22](Cl)=[O:23].Cl.